Predict the reactants needed to synthesize the given product. From a dataset of Full USPTO retrosynthesis dataset with 1.9M reactions from patents (1976-2016). (1) Given the product [CH3:21][O:20][C:15]1[CH:16]=[CH:17][CH:18]=[CH:19][C:14]=1[CH2:13][NH:12][C:6]1[CH:5]=[CH:4][C:3]2[C:2]([NH:29][CH2:28][C:24]3[CH:23]=[N:22][CH:27]=[CH:26][CH:25]=3)=[CH:11][CH:10]=[CH:9][C:8]=2[N:7]=1, predict the reactants needed to synthesize it. The reactants are: Br[C:2]1[CH:11]=[CH:10][CH:9]=[C:8]2[C:3]=1[CH:4]=[CH:5][C:6]([NH:12][CH2:13][C:14]1[CH:19]=[CH:18][CH:17]=[CH:16][C:15]=1[O:20][CH3:21])=[N:7]2.[N:22]1[CH:27]=[CH:26][CH:25]=[C:24]([CH2:28][NH2:29])[CH:23]=1. (2) Given the product [Br:13][C:10]1[CH:11]=[CH:12][C:7]([C@H:29]([NH:28][C@@H:23]([CH2:24][CH:25]([CH3:27])[CH3:26])[CH2:22][OH:21])[C:30]([F:32])([F:31])[F:33])=[CH:8][CH:9]=1, predict the reactants needed to synthesize it. The reactants are: [Li]CCCC.Br[C:7]1[CH:12]=[CH:11][C:10]([Br:13])=[CH:9][CH:8]=1.[Si]([O:21][CH2:22][C@@H:23](/[N:28]=[CH:29]/[C:30]([F:33])([F:32])[F:31])[CH2:24][CH:25]([CH3:27])[CH3:26])(C(C)(C)C)(C)C.[Cl-].[NH4+].[F-].C([NH3+])(C)(C)C.